This data is from Full USPTO retrosynthesis dataset with 1.9M reactions from patents (1976-2016). The task is: Predict the reactants needed to synthesize the given product. (1) Given the product [Cl:1][C:2]1[C:6]([CH3:7])=[C:5]([NH:8][C:9](=[O:23])[C:10]2[CH:15]=[C:14]([N:16]3[CH2:17][CH2:18][O:19][CH2:20][CH2:21]3)[CH:13]=[C:12]([F:22])[CH:11]=2)[S:4][C:3]=1[C:24]([NH:33][C:31]1[NH:30][N:29]=[C:28]([NH2:27])[N:32]=1)=[O:25], predict the reactants needed to synthesize it. The reactants are: [Cl:1][C:2]1[C:6]([CH3:7])=[C:5]([NH:8][C:9](=[O:23])[C:10]2[CH:15]=[C:14]([N:16]3[CH2:21][CH2:20][O:19][CH2:18][CH2:17]3)[CH:13]=[C:12]([F:22])[CH:11]=2)[S:4][C:3]=1[C:24](O)=[O:25].[NH2:27][C:28]1[N:32]=[C:31]([NH2:33])[NH:30][N:29]=1. (2) Given the product [NH2:15][C:13]1[CH:14]=[C:5]([C:1]([CH3:4])([CH3:3])[CH3:2])[C:6]([O:18][CH3:19])=[C:7]([CH:12]=1)[C:8]([O:10][CH3:11])=[O:9], predict the reactants needed to synthesize it. The reactants are: [C:1]([C:5]1[C:6]([O:18][CH3:19])=[C:7]([CH:12]=[C:13]([N+:15]([O-])=O)[CH:14]=1)[C:8]([O:10][CH3:11])=[O:9])([CH3:4])([CH3:3])[CH3:2].[Cl-].[NH4+].O.